Predict the product of the given reaction. From a dataset of Forward reaction prediction with 1.9M reactions from USPTO patents (1976-2016). (1) Given the reactants C[O:2][C:3]([C:5]1[C:6]2[CH:7]=[CH:8][N:9]([C:14]3[CH:19]=[CH:18][C:17]([S:20]([N:23]4[CH2:28][CH2:27][CH:26]([CH2:29][NH:30][CH2:31][C@H:32]([OH:45])[C:33]5[CH:38]=[CH:37][C:36]([OH:39])=[C:35](S(C)(=O)=O)[C:34]=5N)[CH2:25][CH2:24]4)(=[O:22])=[O:21])=[CH:16][CH:15]=3)[C:10]=2[CH:11]=[CH:12][CH:13]=1)=[O:4].[OH-:46].[Na+].Cl, predict the reaction product. The product is: [OH:45][C@H:32]([C:33]1[CH:38]=[CH:37][C:36]([OH:39])=[C:35]([NH:23][S:20]([CH3:17])(=[O:21])=[O:46])[CH:34]=1)[CH2:31][NH:30][CH2:29][CH:26]1[CH2:25][CH2:24][N:23]([S:20]([C:17]2[CH:16]=[CH:15][C:14]([N:9]3[C:10]4[CH:11]=[CH:12][CH:13]=[C:5]([C:3]([OH:2])=[O:4])[C:6]=4[CH:7]=[CH:8]3)=[CH:19][CH:18]=2)(=[O:21])=[O:22])[CH2:28][CH2:27]1. (2) Given the reactants [CH3:1][C:2]([CH3:23])([CH3:22])[CH2:3][N:4]1[C:12]2[C:7](=[N:8][C:9]([C@@H:13]([CH3:19])[CH2:14][C:15](OC)=[O:16])=[CH:10][CH:11]=2)[N:6]([CH3:20])[C:5]1=[O:21].CC(C[AlH]CC(C)C)C.C1COCC1.CCCCCCC, predict the reaction product. The product is: [CH3:22][C:2]([CH3:1])([CH3:23])[CH2:3][N:4]1[C:12]2[C:7](=[N:8][C:9]([C@H:13]([CH2:14][CH2:15][OH:16])[CH3:19])=[CH:10][CH:11]=2)[N:6]([CH3:20])[C:5]1=[O:21]. (3) Given the reactants [CH:1]1[C:10]2[C:5](=[CH:6][CH:7]=[CH:8][CH:9]=2)[CH:4]=[CH:3][C:2]=1[CH:11]([O:13][CH2:14][C:15]1[O:19][N:18]=[C:17]([C:20]([OH:22])=O)[CH:16]=1)[CH3:12].Cl.[O:24]1[CH2:28][CH2:27][CH:26]([CH2:29][NH2:30])[CH2:25]1.C(N(CC)CC)C.ON1C2C=CC=CC=2N=N1.Cl.C(N=C=NCCCN(C)C)C, predict the reaction product. The product is: [O:24]1[CH2:28][CH2:27][CH:26]([CH2:29][NH:30][C:20]([C:17]2[CH:16]=[C:15]([CH2:14][O:13][CH:11]([C:2]3[CH:3]=[CH:4][C:5]4[C:10](=[CH:9][CH:8]=[CH:7][CH:6]=4)[CH:1]=3)[CH3:12])[O:19][N:18]=2)=[O:22])[CH2:25]1. (4) Given the reactants [CH2:1]([N:5]([CH2:27][CH2:28][CH2:29][CH3:30])[CH2:6][CH2:7][CH2:8][O:9][C:10]1[CH:15]=[CH:14][C:13]([C:16](=[O:26])/[CH:17]=[C:18](/N(C)C)\[CH2:19][CH2:20][CH2:21][CH3:22])=[CH:12][CH:11]=1)[CH2:2][CH2:3][CH3:4].[O:31]=[C:32]1[CH:37]=[CH:36][C:35](=[N:38][S:39]([CH3:42])(=[O:41])=[O:40])[CH:34]=[CH:33]1, predict the reaction product. The product is: [CH2:19]([C:18]1[O:31][C:32]2[CH:37]=[CH:36][C:35]([NH:38][S:39]([CH3:42])(=[O:41])=[O:40])=[CH:34][C:33]=2[C:17]=1[C:16](=[O:26])[C:13]1[CH:12]=[CH:11][C:10]([O:9][CH2:8][CH2:7][CH2:6][N:5]([CH2:27][CH2:28][CH2:29][CH3:30])[CH2:1][CH2:2][CH2:3][CH3:4])=[CH:15][CH:14]=1)[CH2:20][CH2:21][CH3:22]. (5) The product is: [F:1][C:2]1[CH:3]=[N:4][CH:5]=[CH:6][C:7]=1[C:8]([NH:57][C:54]1[CH:55]=[CH:56][N:52]([CH2:51][C:48]2[CH:49]=[CH:50][C:45]([I:44])=[CH:46][C:47]=2[C:58]([F:61])([F:59])[F:60])[N:53]=1)=[O:10]. Given the reactants [F:1][C:2]1[CH:3]=[N:4][CH:5]=[CH:6][C:7]=1[C:8]([OH:10])=O.CN(C(ON1N=NC2C=CC=NC1=2)=[N+](C)C)C.F[P-](F)(F)(F)(F)F.CCN(C(C)C)C(C)C.[I:44][C:45]1[CH:50]=[CH:49][C:48]([CH2:51][N:52]2[CH:56]=[CH:55][C:54]([NH2:57])=[N:53]2)=[C:47]([C:58]([F:61])([F:60])[F:59])[CH:46]=1, predict the reaction product. (6) Given the reactants [F:1][C:2]1[CH:3]=[C:4]([NH:10]C(=O)OC(C)(C)C)[CH:5]=[C:6]([CH3:9])[C:7]=1[F:8].Cl, predict the reaction product. The product is: [F:1][C:2]1[CH:3]=[C:4]([CH:5]=[C:6]([CH3:9])[C:7]=1[F:8])[NH2:10]. (7) Given the reactants [N:1]1([CH2:6][CH2:7][CH2:8][S:9]([C:12]2[CH:17]=[CH:16][C:15]([NH:18][C:19]3[N:24]=[CH:23][C:22]([NH2:25])=[CH:21][N:20]=3)=[CH:14][CH:13]=2)(=[O:11])=[O:10])[CH2:5][CH2:4][CH2:3][CH2:2]1.C([O:29][C:30]1[C:31]([CH3:39])=[C:32]([CH:36]=[CH:37][CH:38]=1)[C:33](Cl)=[O:34])(=O)C.C[O-].[Na+], predict the reaction product. The product is: [OH:29][C:30]1[C:31]([CH3:39])=[C:32]([CH:36]=[CH:37][CH:38]=1)[C:33]([NH:25][C:22]1[CH:23]=[N:24][C:19]([NH:18][C:15]2[CH:14]=[CH:13][C:12]([S:9]([CH2:8][CH2:7][CH2:6][N:1]3[CH2:2][CH2:3][CH2:4][CH2:5]3)(=[O:10])=[O:11])=[CH:17][CH:16]=2)=[N:20][CH:21]=1)=[O:34]. (8) Given the reactants F[C:2]1[CH:7]=[C:6]([B:8]2[O:12][C:11]([CH3:14])([CH3:13])[C:10]([CH3:16])([CH3:15])[O:9]2)[CH:5]=[CH:4][N:3]=1.Cl.[F:18][C@H:19]1[CH2:23][CH2:22][NH:21][CH2:20]1.C([O-])([O-])=O.[Na+].[Na+], predict the reaction product. The product is: [F:18][C@H:19]1[CH2:23][CH2:22][N:21]([C:2]2[CH:7]=[C:6]([B:8]3[O:12][C:11]([CH3:14])([CH3:13])[C:10]([CH3:16])([CH3:15])[O:9]3)[CH:5]=[CH:4][N:3]=2)[CH2:20]1.